Dataset: Reaction yield outcomes from USPTO patents with 853,638 reactions. Task: Predict the reaction yield, written as a fraction of the theoretical maximum amount of product (1.0 means a 100% yield; for example, 0.34 means a 34% yield). The reactants are [C:1]1([C:21]2[CH:26]=[CH:25][CH:24]=[CH:23][CH:22]=2)[CH:6]=[CH:5][C:4]([O:7][CH2:8][C:9]([NH:11][C:12]2[S:13][CH:14]=[CH:15][C:16]=2[C:17]([O:19]C)=[O:18])=[O:10])=[CH:3][CH:2]=1. The catalyst is Cl. The product is [C:1]1([C:21]2[CH:26]=[CH:25][CH:24]=[CH:23][CH:22]=2)[CH:2]=[CH:3][C:4]([O:7][CH2:8][C:9]([NH:11][C:12]2[S:13][CH:14]=[CH:15][C:16]=2[C:17]([OH:19])=[O:18])=[O:10])=[CH:5][CH:6]=1. The yield is 0.430.